The task is: Regression. Given a peptide amino acid sequence and an MHC pseudo amino acid sequence, predict their binding affinity value. This is MHC class I binding data.. This data is from Peptide-MHC class I binding affinity with 185,985 pairs from IEDB/IMGT. (1) The peptide sequence is MMMGMFNML. The MHC is HLA-B58:01 with pseudo-sequence HLA-B58:01. The binding affinity (normalized) is 0.0847. (2) The peptide sequence is AFMATNKAY. The MHC is HLA-B51:01 with pseudo-sequence HLA-B51:01. The binding affinity (normalized) is 0.0847. (3) The peptide sequence is SLYASSPGGV. The MHC is HLA-A02:03 with pseudo-sequence HLA-A02:03. The binding affinity (normalized) is 0.919. (4) The peptide sequence is TYGPVFMCL. The MHC is HLA-B51:01 with pseudo-sequence HLA-B51:01. The binding affinity (normalized) is 0. (5) The peptide sequence is RMYSPTSI. The MHC is HLA-A30:01 with pseudo-sequence HLA-A30:01. The binding affinity (normalized) is 0.189. (6) The peptide sequence is KVIVYCHYY. The MHC is HLA-B46:01 with pseudo-sequence HLA-B46:01. The binding affinity (normalized) is 0.0847. (7) The peptide sequence is VNRWLFRHL. The MHC is HLA-B48:01 with pseudo-sequence HLA-B48:01. The binding affinity (normalized) is 0.0847. (8) The peptide sequence is ATFSRPGSL. The MHC is HLA-B35:01 with pseudo-sequence HLA-B35:01. The binding affinity (normalized) is 0.0847. (9) The peptide sequence is ITFFQEVPH. The MHC is HLA-A31:01 with pseudo-sequence HLA-A31:01. The binding affinity (normalized) is 0.169. (10) The peptide sequence is AGFPTGLTY. The MHC is HLA-A01:01 with pseudo-sequence HLA-A01:01. The binding affinity (normalized) is 0.